This data is from Forward reaction prediction with 1.9M reactions from USPTO patents (1976-2016). The task is: Predict the product of the given reaction. (1) The product is: [Cl:1][C:2]1[CH:3]=[C:4]2[NH:22][C:21]([O:31][C@H:32]3[C@H:36]4[O:37][CH2:38][CH:39]([CH2:40][C:41]([NH2:43])=[O:42])[C@H:35]4[O:34][CH2:33]3)=[N:20][C:5]2=[N:6][C:7]=1[C:8]1[CH:13]=[CH:12][C:11]([C:14]2[CH:15]=[CH:16][CH:17]=[CH:18][CH:19]=2)=[CH:10][CH:9]=1. Given the reactants [Cl:1][C:2]1[CH:3]=[C:4]2[N:22](COCC[Si](C)(C)C)[C:21]([O:31][C@H:32]3[C@H:36]4[O:37][CH2:38][CH:39]([CH2:40][C:41]([NH2:43])=[O:42])[C@H:35]4[O:34][CH2:33]3)=[N:20][C:5]2=[N:6][C:7]=1[C:8]1[CH:13]=[CH:12][C:11]([C:14]2[CH:19]=[CH:18][CH:17]=[CH:16][CH:15]=2)=[CH:10][CH:9]=1.C(Cl)Cl, predict the reaction product. (2) The product is: [F:1][C:2]([F:7])([F:6])[C@H:3]([O:5][C:9](=[O:10])[O:11][C:12]1[CH:13]=[CH:14][C:15]([N+:18]([O-:20])=[O:19])=[CH:16][CH:17]=1)[CH3:4]. Given the reactants [F:1][C:2]([F:7])([F:6])[C@H:3]([OH:5])[CH3:4].Cl[C:9]([O:11][C:12]1[CH:17]=[CH:16][C:15]([N+:18]([O-:20])=[O:19])=[CH:14][CH:13]=1)=[O:10], predict the reaction product.